This data is from Full USPTO retrosynthesis dataset with 1.9M reactions from patents (1976-2016). The task is: Predict the reactants needed to synthesize the given product. (1) Given the product [C:5]([C@@H:6]([NH:7][C@H:15]([C:14]([OH:19])=[O:18])[CH3:17])[CH2:8][CH2:9][CH3:10])([O:4][CH2:2][CH3:3])=[O:11], predict the reactants needed to synthesize it. The reactants are: Cl.[CH2:2]([O:4][C:5](=[O:11])[C@H:6]([CH2:8][CH2:9][CH3:10])[NH2:7])[CH3:3].[OH-].[Na+].[C:14]([OH:19])(=[O:18])[C:15]([CH3:17])=O. (2) Given the product [Cl:16][C:17]1[CH:18]=[C:19]([C:23]2[N:24]=[C:25]([N:28]3[CH2:29][CH2:30][N:31]([C:8]([NH:7][C:3]4[CH:2]=[N:1][CH:6]=[CH:5][CH:4]=4)=[O:15])[CH2:32][CH2:33]3)[S:26][CH:27]=2)[CH:20]=[CH:21][CH:22]=1, predict the reactants needed to synthesize it. The reactants are: [N:1]1[CH:6]=[CH:5][CH:4]=[C:3]([NH:7][C:8](=[O:15])OCC(Cl)(Cl)Cl)[CH:2]=1.[Cl:16][C:17]1[CH:18]=[C:19]([C:23]2[N:24]=[C:25]([N:28]3[CH2:33][CH2:32][NH:31][CH2:30][CH2:29]3)[S:26][CH:27]=2)[CH:20]=[CH:21][CH:22]=1.C(N(C(C)C)CC)(C)C.O. (3) Given the product [CH3:15][O:13][C:4]1[C:9]([CH3:10])=[CH:8][CH:7]=[CH:6][N:5]=1, predict the reactants needed to synthesize it. The reactants are: Cl.ClC[C:4]1[C:9]([CH3:10])=[C:8](OC)[CH:7]=[CH:6][N:5]=1.[OH-:13].[Na+].[CH3:15]O. (4) Given the product [CH3:36][C@H:37]1[NH:38][CH2:39][CH2:40][N:41]([C:9]2[N:10]([CH2:31][C:32]([F:35])([F:34])[F:33])[C:11]3[C:16]([N:17]=2)=[C:15]([N:18]2[CH2:23][CH2:22][O:21][CH2:20][CH2:19]2)[N:14]=[C:13]([C:24]2[CH:29]=[N:28][C:27]([NH2:30])=[N:26][CH:25]=2)[N:12]=3)[CH2:42]1, predict the reactants needed to synthesize it. The reactants are: CN1CCCC1=O.Cl[C:9]1[N:10]([CH2:31][C:32]([F:35])([F:34])[F:33])[C:11]2[C:16]([N:17]=1)=[C:15]([N:18]1[CH2:23][CH2:22][O:21][CH2:20][CH2:19]1)[N:14]=[C:13]([C:24]1[CH:25]=[N:26][C:27]([NH2:30])=[N:28][CH:29]=1)[N:12]=2.[CH3:36][C@@H:37]1[CH2:42][NH:41][CH2:40][CH2:39][NH:38]1. (5) Given the product [CH2:30]([N:32]1[CH2:33][CH2:34][N:35]=[C:11]1[CH2:10][CH:9]([C:13]1[CH:18]=[CH:17][CH:16]=[CH:15][N:14]=1)[C:5]1[CH:6]=[CH:7][CH:8]=[C:3]([O:2][CH3:1])[CH:4]=1)[CH3:31], predict the reactants needed to synthesize it. The reactants are: [CH3:1][O:2][C:3]1[CH:4]=[C:5]([CH:9]([C:13]2[CH:18]=[CH:17][CH:16]=[CH:15][N:14]=2)[CH2:10][C:11]#N)[CH:6]=[CH:7][CH:8]=1.CC1C=CC(S([O-])(=O)=O)=CC=1.[CH2:30]([NH:32][CH2:33][CH2:34][NH2:35])[CH3:31]. (6) Given the product [Cl:1][C:2]1[CH:7]=[CH:6][C:5]([S:8][CH2:9][C:10]2[N:15]=[CH:14][N:13]([C:18]3[CH:29]=[CH:28][C:21]([O:22][CH2:23][C:24]([OH:26])([CH3:27])[CH3:25])=[C:20]([O:30][CH3:31])[CH:19]=3)[C:12](=[O:16])[CH:11]=2)=[CH:4][CH:3]=1, predict the reactants needed to synthesize it. The reactants are: [Cl:1][C:2]1[CH:7]=[CH:6][C:5]([S:8][CH2:9][C:10]2[N:15]=[CH:14][NH:13][C:12](=[O:16])[CH:11]=2)=[CH:4][CH:3]=1.Br[C:18]1[CH:29]=[CH:28][C:21]([O:22][CH2:23][C:24]([CH3:27])([OH:26])[CH3:25])=[C:20]([O:30][CH3:31])[CH:19]=1.CNCCNC.[O-]P([O-])([O-])=O.[K+].[K+].[K+]. (7) Given the product [ClH:20].[CH3:21][O:9][C:7]([C:5]1[CH:6]=[N:1][CH:2]=[C:17]([C:15]([O:18][CH3:19])=[O:14])[CH:4]=1)=[O:8], predict the reactants needed to synthesize it. The reactants are: [N:1]1[CH:6]=[C:5]([C:7]([OH:9])=[O:8])[CH:4]=C(C(O)=O)[CH:2]=1.C[O:14][C:15]([O:18][CH3:19])([CH3:17])C.[ClH:20].[CH3:21]O. (8) Given the product [C:18]1([S:24]([N:27]2[C:28]3[C:29](=[CH:30][C:31]([S:35]([CH3:38])(=[O:37])=[O:36])=[CH:32][CH:33]=3)[CH:13]=[C:12]2[C:9]2[CH:8]=[CH:7][C:6]([C:4]([O:3][CH2:1][CH3:2])=[O:5])=[CH:11][N:10]=2)(=[O:25])=[O:26])[CH:19]=[CH:20][CH:21]=[CH:22][CH:23]=1, predict the reactants needed to synthesize it. The reactants are: [CH2:1]([O:3][C:4]([C:6]1[CH:7]=[CH:8][C:9]([C:12]#[C:13][Si](C)(C)C)=[N:10][CH:11]=1)=[O:5])[CH3:2].[C:18]1([S:24]([NH:27][C:28]2[C:33](I)=[CH:32][C:31]([S:35]([CH3:38])(=[O:37])=[O:36])=[CH:30][CH:29]=2)(=[O:26])=[O:25])[CH:23]=[CH:22][CH:21]=[CH:20][CH:19]=1.C([O-])(=O)C.[K+].CN(C)C=O.